From a dataset of NCI-60 drug combinations with 297,098 pairs across 59 cell lines. Regression. Given two drug SMILES strings and cell line genomic features, predict the synergy score measuring deviation from expected non-interaction effect. (1) Drug 1: CCCS(=O)(=O)NC1=C(C(=C(C=C1)F)C(=O)C2=CNC3=C2C=C(C=N3)C4=CC=C(C=C4)Cl)F. Drug 2: CC1=C2C(C(=O)C3(C(CC4C(C3C(C(C2(C)C)(CC1OC(=O)C(C(C5=CC=CC=C5)NC(=O)C6=CC=CC=C6)O)O)OC(=O)C7=CC=CC=C7)(CO4)OC(=O)C)O)C)OC(=O)C. Cell line: A549. Synergy scores: CSS=58.4, Synergy_ZIP=11.3, Synergy_Bliss=8.84, Synergy_Loewe=-11.8, Synergy_HSA=7.94. (2) Drug 1: C1CCC(C1)C(CC#N)N2C=C(C=N2)C3=C4C=CNC4=NC=N3. Drug 2: C1=CN(C=N1)CC(O)(P(=O)(O)O)P(=O)(O)O. Cell line: NCI-H226. Synergy scores: CSS=17.5, Synergy_ZIP=-2.51, Synergy_Bliss=6.90, Synergy_Loewe=-10.6, Synergy_HSA=7.51.